From a dataset of Full USPTO retrosynthesis dataset with 1.9M reactions from patents (1976-2016). Predict the reactants needed to synthesize the given product. (1) Given the product [Cl:8][C:7]1[C:2]([NH:15][C:14]2[CH:16]=[CH:17][C:11]([Cl:10])=[CH:12][CH:13]=2)=[N:3][CH:4]=[C:5]([Cl:9])[CH:6]=1, predict the reactants needed to synthesize it. The reactants are: Cl[C:2]1[C:7]([Cl:8])=[CH:6][C:5]([Cl:9])=[CH:4][N:3]=1.[Cl:10][C:11]1[CH:17]=[CH:16][C:14]([NH2:15])=[CH:13][CH:12]=1.C1(P(C2C=CC=CC=2)C2C=CC=CC=2)C=CC=CC=1.CC(C)([O-])C.[Na+]. (2) Given the product [C:9]([N:12]1[CH2:16][CH2:15][CH:14]([N:17]([CH3:39])[C:18]([C:20]2[O:21][C:22]3[C:28]([N:5]4[CH2:6][CH2:7][C@H:3]([N:2]([CH3:8])[CH3:1])[CH2:4]4)=[C:27]([C:30]4[CH:35]=[CH:34][CH:33]=[CH:32][CH:31]=4)[C:26]([CH3:36])=[C:25]([C:37]#[N:38])[C:23]=3[N:24]=2)=[O:19])[CH2:13]1)(=[O:11])[CH3:10], predict the reactants needed to synthesize it. The reactants are: [CH3:1][N:2]([CH3:8])[C@H:3]1[CH2:7][CH2:6][NH:5][CH2:4]1.[C:9]([N:12]1[CH2:16][CH2:15][CH:14]([N:17]([CH3:39])[C:18]([C:20]2[O:21][C:22]3[C:28](F)=[C:27]([C:30]4[CH:35]=[CH:34][CH:33]=[CH:32][CH:31]=4)[C:26]([CH3:36])=[C:25]([C:37]#[N:38])[C:23]=3[N:24]=2)=[O:19])[CH2:13]1)(=[O:11])[CH3:10].C(N(CC)CC)C.